From a dataset of Full USPTO retrosynthesis dataset with 1.9M reactions from patents (1976-2016). Predict the reactants needed to synthesize the given product. (1) Given the product [F:7][C:8]([F:21])([F:20])[S:9]([O:12][C:23]1[C:24]2[C:29](=[CH:28][CH:27]=[CH:26][CH:25]=2)[CH2:30][CH2:32][CH:22]=1)(=[O:11])=[O:10], predict the reactants needed to synthesize it. The reactants are: N1C=CC=CC=1.[F:7][C:8]([F:21])([F:20])[S:9]([O:12]S(C(F)(F)F)(=O)=O)(=[O:11])=[O:10].[CH2:22]1[CH2:32][C:30](=O)[C:29]2[C:24](=[CH:25][CH:26]=[CH:27][CH:28]=2)[CH2:23]1.C(=O)([O-])O.[Na+]. (2) Given the product [CH3:1][C:2]1[S:3][C:4]2[CH2:5][CH2:6][NH:7][C:8]3[CH:15]=[CH:14][CH:13]=[CH:12][C:9]=3[C:10]=2[N:11]=1, predict the reactants needed to synthesize it. The reactants are: [CH3:1][C:2]1[S:3][C:4]2[CH2:5][CH2:6][N:7](C(C3C=CC=CC=3)=O)[C:8]3[CH:15]=[CH:14][CH:13]=[CH:12][C:9]=3[C:10]=2[N:11]=1.C([O-])(O)=O.[Na+]. (3) Given the product [Cl:1][C:2]1[N:10]=[C:9]2[C:5]([N:6]=[CH:7][N:8]2[C@@H:19]2[CH2:20][C@H:16]([OH:15])[CH:17]=[CH:18]2)=[C:4]([Cl:11])[N:3]=1, predict the reactants needed to synthesize it. The reactants are: [Cl:1][C:2]1[N:10]=[C:9]2[C:5]([NH:6][CH:7]=[N:8]2)=[C:4]([Cl:11])[N:3]=1.CC([O:15][C@H:16]1[CH:20]=[CH:19][C@@H:18](O)[CH2:17]1)=O.C1(P(C2C=CC=CC=2)C2C=CC=CC=2)C=CC=CC=1. (4) Given the product [CH2:1]([O:3][C:4]([NH:6][C:7]1[C:15]2[NH:14][CH:13]3[CH2:16][CH2:17][N:18]([C:20]([O:22][CH2:23][CH3:24])=[O:21])[CH2:19][CH:12]3[C:11]=2[CH:10]=[CH:9][CH:8]=1)=[O:5])[CH3:2], predict the reactants needed to synthesize it. The reactants are: [CH2:1]([O:3][C:4]([NH:6][C:7]1[C:15]2[NH:14][C:13]3[CH2:16][CH2:17][N:18]([C:20]([O:22][CH2:23][CH3:24])=[O:21])[CH2:19][C:12]=3[C:11]=2[CH:10]=[CH:9][CH:8]=1)=[O:5])[CH3:2].C(O)(C(F)(F)F)=O.[BH3-]C#N.[Na+]. (5) Given the product [CH2:35]([O:8][C:7]1[C:2]([F:1])=[C:3]([CH2:9][NH:10][C:11]([C:13]2[CH:14]=[C:15]3[C:20](=[CH:21][CH:22]=2)[N:19]=[CH:18][CH:17]=[CH:16]3)=[O:12])[CH:4]=[CH:5][CH:6]=1)[C:36]#[C:37][CH3:38], predict the reactants needed to synthesize it. The reactants are: [F:1][C:2]1[C:7]([OH:8])=[CH:6][CH:5]=[CH:4][C:3]=1[CH2:9][NH:10][C:11]([C:13]1[CH:14]=[C:15]2[C:20](=[CH:21][CH:22]=1)[N:19]=[CH:18][CH:17]=[CH:16]2)=[O:12].C(=O)([O-])[O-].[K+].[K+].CN(C=O)C.Br[CH2:35][C:36]#[C:37][CH3:38]. (6) Given the product [Br:21][C:22]1[N:23]=[CH:24][C:25]([CH2:28][N:6]2[C:7]3[C:3](=[C:2]([F:1])[CH:10]=[CH:9][CH:8]=3)[C:4]([C:11]([NH:13][C@H:14]3[CH2:19][CH2:18][CH2:17][CH2:16][C@@H:15]3[OH:20])=[O:12])=[CH:5]2)=[CH:26][CH:27]=1, predict the reactants needed to synthesize it. The reactants are: [F:1][C:2]1[CH:10]=[CH:9][CH:8]=[C:7]2[C:3]=1[C:4]([C:11]([NH:13][C@H:14]1[CH2:19][CH2:18][CH2:17][CH2:16][C@@H:15]1[OH:20])=[O:12])=[CH:5][NH:6]2.[Br:21][C:22]1[CH:27]=[CH:26][C:25]([CH2:28]Cl)=[CH:24][N:23]=1.